From a dataset of Merck oncology drug combination screen with 23,052 pairs across 39 cell lines. Regression. Given two drug SMILES strings and cell line genomic features, predict the synergy score measuring deviation from expected non-interaction effect. (1) Cell line: DLD1. Drug 2: C#Cc1cccc(Nc2ncnc3cc(OCCOC)c(OCCOC)cc23)c1. Synergy scores: synergy=5.78. Drug 1: Nc1ccn(C2OC(CO)C(O)C2(F)F)c(=O)n1. (2) Drug 1: O=C(NOCC(O)CO)c1ccc(F)c(F)c1Nc1ccc(I)cc1F. Drug 2: Cn1cc(-c2cnn3c(N)c(Br)c(C4CCCNC4)nc23)cn1. Cell line: RPMI7951. Synergy scores: synergy=0.760. (3) Drug 1: CCC1=CC2CN(C1)Cc1c([nH]c3ccccc13)C(C(=O)OC)(c1cc3c(cc1OC)N(C)C1C(O)(C(=O)OC)C(OC(C)=O)C4(CC)C=CCN5CCC31C54)C2. Drug 2: O=C(NOCC(O)CO)c1ccc(F)c(F)c1Nc1ccc(I)cc1F. Cell line: CAOV3. Synergy scores: synergy=-32.9. (4) Drug 1: CCC1(O)CC2CN(CCc3c([nH]c4ccccc34)C(C(=O)OC)(c3cc4c(cc3OC)N(C)C3C(O)(C(=O)OC)C(OC(C)=O)C5(CC)C=CCN6CCC43C65)C2)C1. Drug 2: CC1(c2nc3c(C(N)=O)cccc3[nH]2)CCCN1. Cell line: VCAP. Synergy scores: synergy=-14.6. (5) Drug 1: COC12C(COC(N)=O)C3=C(C(=O)C(C)=C(N)C3=O)N1CC1NC12. Cell line: RKO. Drug 2: C#Cc1cccc(Nc2ncnc3cc(OCCOC)c(OCCOC)cc23)c1. Synergy scores: synergy=-51.5. (6) Drug 1: COC1CC2CCC(C)C(O)(O2)C(=O)C(=O)N2CCCCC2C(=O)OC(C(C)CC2CCC(OP(C)(C)=O)C(OC)C2)CC(=O)C(C)C=C(C)C(O)C(OC)C(=O)C(C)CC(C)C=CC=CC=C1C. Drug 2: NC1CCCCC1N.O=C(O)C(=O)O.[Pt+2]. Cell line: NCIH1650. Synergy scores: synergy=9.25. (7) Drug 1: COC1=C2CC(C)CC(OC)C(O)C(C)C=C(C)C(OC(N)=O)C(OC)C=CC=C(C)C(=O)NC(=CC1=O)C2=O. Drug 2: CCc1c2c(nc3ccc(O)cc13)-c1cc3c(c(=O)n1C2)COC(=O)C3(O)CC. Cell line: ZR751. Synergy scores: synergy=-8.55.